Task: Predict the product of the given reaction.. Dataset: Forward reaction prediction with 1.9M reactions from USPTO patents (1976-2016) Given the reactants [Si]([O:8][CH2:9][C@:10]1([CH3:36])[S:16][CH2:15][CH2:14][N:13]2[C:17]([C:20]3([C:23]4[CH:28]=[CH:27][C:26]([C:29]5[CH:30]=[N:31][N:32]([CH3:34])[CH:33]=5)=[CH:25][C:24]=4[F:35])[CH2:22][CH2:21]3)=[N:18][N:19]=[C:12]2[CH2:11]1)(C(C)(C)C)(C)C.Cl, predict the reaction product. The product is: [F:35][C:24]1[CH:25]=[C:26]([C:29]2[CH:30]=[N:31][N:32]([CH3:34])[CH:33]=2)[CH:27]=[CH:28][C:23]=1[C:20]1([C:17]2[N:13]3[CH2:14][CH2:15][S:16][C@:10]([CH2:9][OH:8])([CH3:36])[CH2:11][C:12]3=[N:19][N:18]=2)[CH2:21][CH2:22]1.